This data is from Peptide-MHC class II binding affinity with 134,281 pairs from IEDB. The task is: Regression. Given a peptide amino acid sequence and an MHC pseudo amino acid sequence, predict their binding affinity value. This is MHC class II binding data. (1) The peptide sequence is TANVPPADKYKTLEA. The MHC is DRB1_0401 with pseudo-sequence DRB1_0401. The binding affinity (normalized) is 0.175. (2) The peptide sequence is AAATGGTTVYGAFAA. The MHC is HLA-DQA10501-DQB10301 with pseudo-sequence HLA-DQA10501-DQB10301. The binding affinity (normalized) is 0.701.